From a dataset of Reaction yield outcomes from USPTO patents with 853,638 reactions. Predict the reaction yield, written as a fraction of the theoretical maximum amount of product (1.0 means a 100% yield; for example, 0.34 means a 34% yield). The reactants are [Cl:1][C:2]1[CH:10]=[C:9]([C:11]([NH:13][C@H:14]([C:16]2[NH:20][C:19]3[CH:21]=[CH:22][C:23]([Cl:25])=[CH:24][C:18]=3[N:17]=2)[CH3:15])=[O:12])[CH:8]=[CH:7][C:3]=1[C:4]([OH:6])=O.CN(C(ON1N=NC2C=CC=CC1=2)=[N+](C)C)C.[B-](F)(F)(F)F.C(N(C(C)C)CC)(C)C.[CH3:57][N:58]([CH2:60][CH:61]1[CH2:65][CH2:64][CH2:63][NH:62]1)[CH3:59].ClCl. The catalyst is O1CCCC1.CO. The product is [Cl:1][C:2]1[CH:10]=[C:9]([CH:8]=[CH:7][C:3]=1[C:4]([N:62]1[CH2:63][CH2:64][CH2:65][CH:61]1[CH2:60][N:58]([CH3:59])[CH3:57])=[O:6])[C:11]([NH:13][C@H:14]([C:16]1[NH:20][C:19]2[CH:21]=[CH:22][C:23]([Cl:25])=[CH:24][C:18]=2[N:17]=1)[CH3:15])=[O:12]. The yield is 0.500.